Dataset: Full USPTO retrosynthesis dataset with 1.9M reactions from patents (1976-2016). Task: Predict the reactants needed to synthesize the given product. (1) Given the product [Br:1][C:10]1[CH:9]=[C:8]([CH:12]([C:19]2[C:24]([CH3:25])=[CH:23][CH:22]=[CH:21][N:20]=2)[CH2:13][C:14]2[NH:15][CH2:16][CH2:17][N:18]=2)[C:7]2[O:3][CH2:4][CH2:5][C:6]=2[CH:11]=1, predict the reactants needed to synthesize it. The reactants are: [Br:1]Br.[O:3]1[C:7]2[C:8]([CH:12]([C:19]3[C:24]([CH3:25])=[CH:23][CH:22]=[CH:21][N:20]=3)[CH2:13][C:14]3[NH:15][CH2:16][CH2:17][N:18]=3)=[CH:9][CH:10]=[CH:11][C:6]=2[CH2:5][CH2:4]1.C(O)(=O)C. (2) Given the product [C:9]1([P:15](=[O:16])([OH:18])[OH:17])[CH:14]=[CH:13][CH:12]=[CH:11][CH:10]=1.[NH2:7][C:6]([NH2:8])=[NH:5].[NH2:7][C:6]([NH2:8])=[NH:5], predict the reactants needed to synthesize it. The reactants are: C(=O)(O)O.[NH2:5][C:6]([NH2:8])=[NH:7].[C:9]1([P:15](=[O:18])([OH:17])[OH:16])[CH:14]=[CH:13][CH:12]=[CH:11][CH:10]=1. (3) Given the product [O:11]=[S:7]1(=[O:12])[CH2:8][CH2:9][CH2:10][N:6]1[C:2]([CH3:1])([CH3:3])[C:4](=[O:14])[CH3:5], predict the reactants needed to synthesize it. The reactants are: [CH3:1][C:2]([N:6]1[CH2:10][CH2:9][CH2:8][S:7]1(=[O:12])=[O:11])([C:4]#[CH:5])[CH3:3].C[OH:14]. (4) Given the product [Br:1][C:2]1[CH:8]=[C:7]([CH3:9])[C:5]([NH:6][C:11](=[O:17])[CH2:12][CH2:13][CH2:14][CH2:15][CH3:16])=[C:4]([CH3:10])[CH:3]=1, predict the reactants needed to synthesize it. The reactants are: [Br:1][C:2]1[CH:8]=[C:7]([CH3:9])[C:5]([NH2:6])=[C:4]([CH3:10])[CH:3]=1.[C:11](Cl)(=[O:17])[CH2:12][CH2:13][CH2:14][CH2:15][CH3:16].